This data is from Catalyst prediction with 721,799 reactions and 888 catalyst types from USPTO. The task is: Predict which catalyst facilitates the given reaction. (1) Reactant: [CH3:1][N:2]1[CH:6]([C:7]([O:9][C:10]([CH3:13])([CH3:12])[CH3:11])=[O:8])[CH2:5][NH:4][C:3]1=[O:14].Cl[C:16]1[N:21]=[C:20]([O:22][CH3:23])[CH:19]=[CH:18][N:17]=1.C(=O)([O-])[O-].[Cs+].[Cs+].CC1(C)C2C(=C(P(C3C=CC=CC=3)C3C=CC=CC=3)C=CC=2)OC2C(P(C3C=CC=CC=3)C3C=CC=CC=3)=CC=CC1=2. Product: [CH3:1][N:2]1[CH:6]([C:7]([O:9][C:10]([CH3:11])([CH3:13])[CH3:12])=[O:8])[CH2:5][N:4]([C:16]2[N:21]=[C:20]([O:22][CH3:23])[CH:19]=[CH:18][N:17]=2)[C:3]1=[O:14]. The catalyst class is: 333. (2) Reactant: C[O:2][C:3](=[O:35])[CH:4]([C:10]1[CH:15]=[CH:14][C:13](/[CH:16]=[CH:17]/[C:18](=[O:34])[NH:19][C:20]2[CH:25]=[CH:24][CH:23]=[CH:22][C:21]=2[NH:26][C:27]([O:29][C:30]([CH3:33])([CH3:32])[CH3:31])=[O:28])=[CH:12][CH:11]=1)OS(C)(=O)=O.C([O-])([O-])=O.[K+].[K+].[N:42]1([CH:48]([CH3:51])[CH2:49][NH2:50])[CH2:47][CH2:46][O:45][CH2:44][CH2:43]1.[Li+].[OH-].[C:54]([O:58][C:59](O[C:59]([O:58][C:54]([CH3:57])([CH3:56])[CH3:55])=[O:60])=[O:60])([CH3:57])([CH3:56])[CH3:55]. Product: [C:30]([O:29][C:27]([NH:26][C:21]1[CH:22]=[CH:23][CH:24]=[CH:25][C:20]=1[NH:19][C:18](/[CH:17]=[CH:16]/[C:13]1[CH:12]=[CH:11][C:10]([CH:4]([N:50]([C:59]([O:58][C:54]([CH3:57])([CH3:56])[CH3:55])=[O:60])[CH2:49][CH:48]([N:42]2[CH2:47][CH2:46][O:45][CH2:44][CH2:43]2)[CH3:51])[C:3]([OH:2])=[O:35])=[CH:15][CH:14]=1)=[O:34])=[O:28])([CH3:32])([CH3:33])[CH3:31]. The catalyst class is: 23. (3) Reactant: [CH2:1]([C:8]1[N:12]([C:13]2[CH:18]=[CH:17][C:16]([S:19]([NH2:22])(=[O:21])=[O:20])=[CH:15][C:14]=2[F:23])[N:11]=[C:10]([CH2:24]Cl)[N:9]=1)[C:2]1[CH:7]=[CH:6][CH:5]=[CH:4][CH:3]=1.[CH3:26][C@H:27]1[O:32][C@@H:31]([CH3:33])[CH2:30][NH:29][CH2:28]1. Product: [CH2:1]([C:8]1[N:12]([C:13]2[CH:18]=[CH:17][C:16]([S:19]([NH2:22])(=[O:21])=[O:20])=[CH:15][C:14]=2[F:23])[N:11]=[C:10]([CH2:24][N:29]2[CH2:28][C@H:27]([CH3:26])[O:32][C@H:31]([CH3:33])[CH2:30]2)[N:9]=1)[C:2]1[CH:7]=[CH:6][CH:5]=[CH:4][CH:3]=1. The catalyst class is: 16. (4) Reactant: FC(F)(F)S(O[C:7]1[C:16]2[C:11](=[CH:12][CH:13]=[C:14]([Cl:17])[CH:15]=2)[N:10]=[C:9]2[CH2:18][CH2:19][CH2:20][CH2:21][CH2:22][C:8]=12)(=O)=O.C([O-])([O-])=O.[Cs+].[Cs+].[CH2:31]([NH2:34])[C:32]#[CH:33]. Product: [Cl:17][C:14]1[CH:15]=[C:16]2[C:11](=[CH:12][CH:13]=1)[N:10]=[C:9]1[CH2:18][CH2:19][CH2:20][CH2:21][CH2:22][C:8]1=[C:7]2[NH:34][CH2:31][C:32]#[CH:33]. The catalyst class is: 102. (5) Product: [CH3:18][NH:20][S:13]([C:10]1[CH:11]=[C:12]2[C:7]([CH2:6][CH2:5][N:4]2[C:1](=[O:3])[CH3:2])=[CH:8][C:9]=1[Br:17])(=[O:15])=[O:14]. Reactant: [C:1]([N:4]1[C:12]2[C:7](=[CH:8][C:9]([Br:17])=[C:10]([S:13](Cl)(=[O:15])=[O:14])[CH:11]=2)[CH2:6][CH2:5]1)(=[O:3])[CH3:2].[CH2:18]([N:20](CC)CC)C.CN.O. The catalyst class is: 1. (6) Reactant: C[C@@H:2]1[CH:6]([NH:7][CH3:8])[CH2:5][CH2:4][N:3]1[C:9]1[C:10]2[CH:17]=[CH:16][NH:15][C:11]=2[N:12]=[CH:13][N:14]=1.[F:18][C:19]1[CH:20]=[C:21]([CH:24]=[CH:25][C:26]=1F)[C:22]#[N:23].CCN(C(C)C)C(C)C.O. Product: [N:12]1[C:11]2[NH:15][CH:16]=[CH:17][C:10]=2[C:9]([N:3]2[CH2:4][CH2:5][C@@H:6]([N:7]([CH3:8])[C:26]3[CH:25]=[CH:24][C:21]([C:22]#[N:23])=[CH:20][C:19]=3[F:18])[CH2:2]2)=[N:14][CH:13]=1. The catalyst class is: 16. (7) Reactant: [C:1]([N:4]1[C:13]2[C:8](=[CH:9][C:10](Br)=[CH:11][CH:12]=2)[C@H:7]([NH:15][C:16]2[CH:21]=[CH:20][C:19]([N:22]3[CH2:27][CH2:26][O:25][CH2:24][CH2:23]3)=[CH:18][CH:17]=2)[CH2:6][C@@H:5]1[CH3:28])(=[O:3])[CH3:2].[CH:29]([N:32]1[CH2:37][CH2:36][NH:35][CH2:34][CH2:33]1)([CH3:31])[CH3:30].C(O[Na])(C)(C)C. Product: [C:1]([N:4]1[C:13]2[C:8](=[CH:9][C:10]([N:35]3[CH2:36][CH2:37][N:32]([CH:29]([CH3:31])[CH3:30])[CH2:33][CH2:34]3)=[CH:11][CH:12]=2)[CH:7]([NH:15][C:16]2[CH:21]=[CH:20][C:19]([N:22]3[CH2:27][CH2:26][O:25][CH2:24][CH2:23]3)=[CH:18][CH:17]=2)[CH2:6][CH:5]1[CH3:28])(=[O:3])[CH3:2]. The catalyst class is: 101.